From a dataset of Peptide-MHC class II binding affinity with 134,281 pairs from IEDB. Regression. Given a peptide amino acid sequence and an MHC pseudo amino acid sequence, predict their binding affinity value. This is MHC class II binding data. The peptide sequence is HDYEGLSYRSLQPET. The MHC is HLA-DPA10201-DPB10101 with pseudo-sequence HLA-DPA10201-DPB10101. The binding affinity (normalized) is 0.221.